This data is from Full USPTO retrosynthesis dataset with 1.9M reactions from patents (1976-2016). The task is: Predict the reactants needed to synthesize the given product. The reactants are: O.[OH-].[Li+].[C:4]1([S:10]([CH2:13][C:14]2[C:19]([C:20]([O:22]C)=[O:21])=[C:18]([CH2:24][CH3:25])[C:17]([C:26]3[CH:30]=[CH:29][O:28][CH:27]=3)=[CH:16][CH:15]=2)(=[O:12])=[O:11])[CH:9]=[CH:8][CH:7]=[CH:6][CH:5]=1.C(OCC)(=O)C. Given the product [C:4]1([S:10]([CH2:13][C:14]2[C:19]([C:20]([OH:22])=[O:21])=[C:18]([CH2:24][CH3:25])[C:17]([C:26]3[CH:30]=[CH:29][O:28][CH:27]=3)=[CH:16][CH:15]=2)(=[O:12])=[O:11])[CH:5]=[CH:6][CH:7]=[CH:8][CH:9]=1, predict the reactants needed to synthesize it.